The task is: Predict the reactants needed to synthesize the given product.. This data is from Full USPTO retrosynthesis dataset with 1.9M reactions from patents (1976-2016). (1) The reactants are: [NH2:1][C:2]1[C:3]([C:11]#[N:12])=[N:4][C:5]([CH2:9][Cl:10])=[CH:6][N+:7]=1[O-].P(Cl)(Cl)Cl. Given the product [NH2:1][C:2]1[C:3]([C:11]#[N:12])=[N:4][C:5]([CH2:9][Cl:10])=[CH:6][N:7]=1, predict the reactants needed to synthesize it. (2) Given the product [Cl:1][C:2]1[CH:3]=[C:4]([F:30])[C:5]([C:24]2[N:25]=[N:26][N:27]([CH3:29])[N:28]=2)=[C:6]([C:8]2[CH:9]=[N:10][C:11]3[CH:12]([NH:17][C:18]([C:20]4([NH:23][C:39]([C:36]5[CH:35]=[N:34][C:33]([O:32][CH3:31])=[N:38][CH:37]=5)=[O:40])[CH2:22][CH2:21]4)=[O:19])[CH2:13][CH2:14][C:15]=3[CH:16]=2)[CH:7]=1, predict the reactants needed to synthesize it. The reactants are: [Cl:1][C:2]1[CH:3]=[C:4]([F:30])[C:5]([C:24]2[N:25]=[N:26][N:27]([CH3:29])[N:28]=2)=[C:6]([C:8]2[CH:9]=[N:10][C:11]3[CH:12]([NH:17][C:18]([C:20]4([NH2:23])[CH2:22][CH2:21]4)=[O:19])[CH2:13][CH2:14][C:15]=3[CH:16]=2)[CH:7]=1.[CH3:31][O:32][C:33]1[N:38]=[CH:37][C:36]([C:39](O)=[O:40])=[CH:35][N:34]=1. (3) Given the product [CH2:1]([CH:8]1[CH2:13][CH:12]([N:14]([CH2:22][C:23]2[CH:28]=[C:27]([C:29]([F:30])([F:31])[F:32])[CH:26]=[C:25]([C:33]([F:36])([F:35])[F:34])[CH:24]=2)[C:15]2[N:20]=[CH:19][C:18]([Br:21])=[CH:17][N:16]=2)[CH2:11][CH:10]([CH2:37][CH3:38])[N:9]1[C:39]([CH:41]1[CH2:42][CH2:43][CH:44]([OH:47])[CH2:45][CH2:46]1)=[O:40])[C:2]1[CH:7]=[CH:6][CH:5]=[CH:4][CH:3]=1, predict the reactants needed to synthesize it. The reactants are: [CH2:1]([CH:8]1[CH2:13][CH:12]([N:14]([CH2:22][C:23]2[CH:28]=[C:27]([C:29]([F:32])([F:31])[F:30])[CH:26]=[C:25]([C:33]([F:36])([F:35])[F:34])[CH:24]=2)[C:15]2[N:20]=[CH:19][C:18]([Br:21])=[CH:17][N:16]=2)[CH2:11][CH:10]([CH2:37][CH3:38])[N:9]1[C:39]([CH:41]1[CH2:46][CH2:45][CH:44]([O:47]C(=O)C)[CH2:43][CH2:42]1)=[O:40])[C:2]1[CH:7]=[CH:6][CH:5]=[CH:4][CH:3]=1.Cl.O. (4) Given the product [Cl:1][C:2]1[CH:3]=[C:4]([C:8]2[N:13]=[C:12]([N:14]=[C:15]3[NH:19][CH:18]=[C:17]([CH2:20][C:21]([NH2:28])=[O:23])[O:16]3)[CH:11]=[C:10]([CH2:25][CH3:26])[N:9]=2)[CH:5]=[CH:6][CH:7]=1, predict the reactants needed to synthesize it. The reactants are: [Cl:1][C:2]1[CH:3]=[C:4]([C:8]2[N:13]=[C:12]([NH:14][C:15]3[O:16][C:17]([CH2:20][C:21]([O:23]C)=O)=[CH:18][N:19]=3)[CH:11]=[C:10]([CH2:25][CH3:26])[N:9]=2)[CH:5]=[CH:6][CH:7]=1.[Cl-].[NH4+:28].N. (5) Given the product [ClH:43].[CH3:36][C:2]1([CH3:1])[CH2:6][C:5]2([CH2:11][CH2:10][CH2:9][N:8]([CH:12]3[CH2:13][CH2:14][N:15]([C:18]([C:20]4[C:24]5[CH:25]=[CH:26][CH:27]=[CH:28][C:23]=5[S:22][C:21]=4[NH:29][C:30]([NH:32][CH2:33][CH3:34])=[O:31])=[O:19])[CH2:16][CH2:17]3)[CH2:7]2)[C:4](=[O:35])[O:3]1, predict the reactants needed to synthesize it. The reactants are: [CH3:1][C:2]1([CH3:36])[CH2:6][C:5]2([CH2:11][CH2:10][CH2:9][N:8]([CH:12]3[CH2:17][CH2:16][N:15]([C:18]([C:20]4[C:24]5[CH:25]=[CH:26][CH:27]=[CH:28][C:23]=5[S:22][C:21]=4[NH:29][C:30]([NH:32][CH2:33][CH3:34])=[O:31])=[O:19])[CH2:14][CH2:13]3)[CH2:7]2)[C:4](=[O:35])[O:3]1.C(OCC)(=O)C.[ClH:43].